Dataset: Catalyst prediction with 721,799 reactions and 888 catalyst types from USPTO. Task: Predict which catalyst facilitates the given reaction. Reactant: [CH2:1]([O:8][C:9]([N:11]1[CH2:16][CH2:15][CH2:14][CH:13]([C:17]2[CH:22]=[CH:21][C:20]([CH3:23])=[C:19]([OH:24])[CH:18]=2)[CH2:12]1)=[O:10])[C:2]1[CH:7]=[CH:6][CH:5]=[CH:4][CH:3]=1.C(=O)([O-])[O-].[Cs+].[Cs+].[CH2:31]([O:33][C:34](=[O:39])[C:35](Br)([CH3:37])[CH3:36])[CH3:32]. Product: [CH2:1]([O:8][C:9]([N:11]1[CH2:16][CH2:15][CH2:14][CH:13]([C:17]2[CH:22]=[CH:21][C:20]([CH3:23])=[C:19]([O:24][C:35]([C:34]([O:33][CH2:31][CH3:32])=[O:39])([CH3:37])[CH3:36])[CH:18]=2)[CH2:12]1)=[O:10])[C:2]1[CH:3]=[CH:4][CH:5]=[CH:6][CH:7]=1. The catalyst class is: 35.